Dataset: NCI-60 drug combinations with 297,098 pairs across 59 cell lines. Task: Regression. Given two drug SMILES strings and cell line genomic features, predict the synergy score measuring deviation from expected non-interaction effect. (1) Drug 1: CN1C(=O)N2C=NC(=C2N=N1)C(=O)N. Drug 2: CCC1(C2=C(COC1=O)C(=O)N3CC4=CC5=C(C=CC(=C5CN(C)C)O)N=C4C3=C2)O.Cl. Cell line: U251. Synergy scores: CSS=44.9, Synergy_ZIP=0.440, Synergy_Bliss=-3.18, Synergy_Loewe=-34.2, Synergy_HSA=-2.03. (2) Drug 1: C1=CC(=CC=C1CC(C(=O)O)N)N(CCCl)CCCl.Cl. Drug 2: CN(CC1=CN=C2C(=N1)C(=NC(=N2)N)N)C3=CC=C(C=C3)C(=O)NC(CCC(=O)O)C(=O)O. Cell line: KM12. Synergy scores: CSS=10.3, Synergy_ZIP=-5.53, Synergy_Bliss=-7.72, Synergy_Loewe=6.15, Synergy_HSA=-0.362. (3) Drug 1: CC(C)(C#N)C1=CC(=CC(=C1)CN2C=NC=N2)C(C)(C)C#N. Drug 2: CC(C)CN1C=NC2=C1C3=CC=CC=C3N=C2N. Cell line: TK-10. Synergy scores: CSS=-0.996, Synergy_ZIP=5.41, Synergy_Bliss=-1.22, Synergy_Loewe=-2.01, Synergy_HSA=-1.90.